This data is from Full USPTO retrosynthesis dataset with 1.9M reactions from patents (1976-2016). The task is: Predict the reactants needed to synthesize the given product. (1) Given the product [Cl:23][CH2:24][C:25]([NH:1][C:2]1[CH:3]=[CH:4][C:5]2[C:6](=[O:15])[C:7]3[C:12]([C:13]=2[CH:14]=1)=[CH:11][CH:10]=[CH:9][CH:8]=3)=[O:26], predict the reactants needed to synthesize it. The reactants are: [NH2:1][C:2]1[CH:3]=[CH:4][C:5]2[C:6](=[O:15])[C:7]3[C:12]([C:13]=2[CH:14]=1)=[CH:11][CH:10]=[CH:9][CH:8]=3.C(N(CC)CC)C.[Cl:23][CH2:24][C:25](Cl)=[O:26]. (2) Given the product [CH3:32][O:31][C:26]1[CH:25]=[C:24]([C:21]2[CH:20]=[C:19]([C:33]3[O:34][C:35]4[C:36]([N:41]=3)=[N:37][CH:38]=[CH:39][CH:40]=4)[C:18]([NH2:17])=[N:23][CH:22]=2)[CH:29]=[CH:28][C:27]=1[O:30][CH2:49][CH2:48][N:45]1[CH2:46][CH2:47][O:42][CH2:43][CH2:44]1, predict the reactants needed to synthesize it. The reactants are: N(C(OC(C)(C)C)=O)=NC(OC(C)(C)C)=O.[NH2:17][C:18]1[N:23]=[CH:22][C:21]([C:24]2[CH:29]=[CH:28][C:27]([OH:30])=[C:26]([O:31][CH3:32])[CH:25]=2)=[CH:20][C:19]=1[C:33]1[O:34][C:35]2[C:36]([N:41]=1)=[N:37][CH:38]=[CH:39][CH:40]=2.[O:42]1[CH2:47][CH2:46][N:45]([CH2:48][CH2:49]O)[CH2:44][CH2:43]1.C1(P(C2C=CC=CC=2)C2C=CC=CC=2)C=CC=CC=1. (3) Given the product [Si:32]([O:39][C:40]1[CH:41]=[CH:42][C:43]([CH2:46][C:47]([NH:21][C:18]2[C:17]([C:22]3[C:31]4[C:26](=[CH:27][CH:28]=[CH:29][CH:30]=4)[CH:25]=[CH:24][CH:23]=3)=[N:16][C:15]([C:12]3[CH:13]=[CH:14][C:9]([O:8][Si:1]([C:4]([CH3:7])([CH3:5])[CH3:6])([CH3:3])[CH3:2])=[CH:10][CH:11]=3)=[CH:20][N:19]=2)=[O:48])=[CH:44][CH:45]=1)([C:35]([CH3:38])([CH3:37])[CH3:36])([CH3:34])[CH3:33], predict the reactants needed to synthesize it. The reactants are: [Si:1]([O:8][C:9]1[CH:14]=[CH:13][C:12]([C:15]2[N:16]=[C:17]([C:22]3[C:31]4[C:26](=[CH:27][CH:28]=[CH:29][CH:30]=4)[CH:25]=[CH:24][CH:23]=3)[C:18]([NH2:21])=[N:19][CH:20]=2)=[CH:11][CH:10]=1)([C:4]([CH3:7])([CH3:6])[CH3:5])([CH3:3])[CH3:2].[Si:32]([O:39][C:40]1[CH:45]=[CH:44][C:43]([CH2:46][C:47](Cl)=[O:48])=[CH:42][CH:41]=1)([C:35]([CH3:38])([CH3:37])[CH3:36])([CH3:34])[CH3:33].O. (4) Given the product [CH3:1][C:2]1[O:15][C:14]2[C:9]([N:8]=1)=[N:10][CH:11]=[CH:12][CH:13]=2, predict the reactants needed to synthesize it. The reactants are: [C:1]([O-])([O-])(OCC)[CH3:2].[NH2:8][C:9]1[C:14]([OH:15])=[CH:13][CH:12]=[CH:11][N:10]=1.C1(C)C=CC(S(O)(=O)=O)=CC=1. (5) Given the product [C:1]([O:5][C:6]([N:8]1[CH2:13][CH2:12][CH:11]([C:14]2[CH:15]=[C:16]3[C:20](=[CH:21][CH:22]=2)[NH:19][C:18]([C:23](=[O:25])[NH:31][C:30]2[CH:32]=[CH:33][C:27]([F:26])=[CH:28][CH:29]=2)=[CH:17]3)[CH2:10][CH2:9]1)=[O:7])([CH3:3])([CH3:4])[CH3:2], predict the reactants needed to synthesize it. The reactants are: [C:1]([O:5][C:6]([N:8]1[CH2:13][CH2:12][CH:11]([C:14]2[CH:15]=[C:16]3[C:20](=[CH:21][CH:22]=2)[NH:19][C:18]([C:23]([OH:25])=O)=[CH:17]3)[CH2:10][CH2:9]1)=[O:7])([CH3:4])([CH3:3])[CH3:2].[F:26][C:27]1[CH:33]=[CH:32][C:30]([NH2:31])=[CH:29][CH:28]=1. (6) Given the product [C:9]([C:13]1[CH:48]=[CH:47][C:16]([CH2:17][O:18][C:19]2[N:20]=[C:21]([NH:8][CH:3]3[CH2:7][CH2:6][CH2:5][CH2:4]3)[C:22]3[N:23]=[CH:24][N:25]([C:26]=3[N:27]=2)[C@@H:28]2[O:40][C@H:39]([CH2:41][OH:42])[C@@H:34]([OH:35])[C@H:29]2[OH:30])=[CH:15][CH:14]=1)([CH3:12])([CH3:10])[CH3:11], predict the reactants needed to synthesize it. The reactants are: [H][H].[CH:3]1([NH2:8])[CH2:7][CH2:6][CH2:5][CH2:4]1.[C:9]([C:13]1[CH:48]=[CH:47][C:16]([CH2:17][O:18][C:19]2[N:27]=[C:26]3[C:22]([N:23]=[CH:24][N:25]3[C@@H:28]3[O:40][C@H:39]([CH2:41][O:42]C(=O)C)[C@@H:34]([O:35]C(=O)C)[C@H:29]3[O:30]C(=O)C)=[C:21](Cl)[N:20]=2)=[CH:15][CH:14]=1)([CH3:12])([CH3:11])[CH3:10]. (7) Given the product [C:1]1(=[O:11])[NH:5][C:4](=[O:6])[C:3]2=[CH:7][CH:8]=[CH:9][CH:10]=[C:2]12, predict the reactants needed to synthesize it. The reactants are: [C:1]1(=[O:11])[NH:5][C:4](=[O:6])[C:3]2=[CH:7][CH:8]=[CH:9][CH:10]=[C:2]12.[K].C(OCC)(=O)C.C(=O)([O-])O.[Na+]. (8) The reactants are: [Cl:1][C:2]1[CH:7]=[C:6]([NH:8][C:9]2[CH:14]=[CH:13][CH:12]=[CH:11][C:10]=2[CH2:15][CH2:16][NH:17][CH2:18][CH:19]2[CH2:23][O:22]C(C)(C)[O:20]2)[CH:5]=[CH:4][C:3]=1[C:26]([C:28]1[CH:33]=[CH:32][CH:31]=[CH:30][C:29]=1[CH3:34])=[O:27].C([O-])(O)=O.[Na+]. Given the product [Cl:1][C:2]1[CH:7]=[C:6]([NH:8][C:9]2[CH:14]=[CH:13][CH:12]=[CH:11][C:10]=2[CH2:15][CH2:16][NH:17][CH2:18][CH:19]([OH:20])[CH2:23][OH:22])[CH:5]=[CH:4][C:3]=1[C:26]([C:28]1[CH:33]=[CH:32][CH:31]=[CH:30][C:29]=1[CH3:34])=[O:27], predict the reactants needed to synthesize it.